Dataset: NCI-60 drug combinations with 297,098 pairs across 59 cell lines. Task: Regression. Given two drug SMILES strings and cell line genomic features, predict the synergy score measuring deviation from expected non-interaction effect. (1) Drug 1: C1CCC(CC1)NC(=O)N(CCCl)N=O. Drug 2: C(=O)(N)NO. Cell line: HOP-62. Synergy scores: CSS=23.7, Synergy_ZIP=-0.108, Synergy_Bliss=4.25, Synergy_Loewe=-1.48, Synergy_HSA=1.38. (2) Drug 1: CC=C1C(=O)NC(C(=O)OC2CC(=O)NC(C(=O)NC(CSSCCC=C2)C(=O)N1)C(C)C)C(C)C. Drug 2: C1CN(P(=O)(OC1)NCCCl)CCCl. Cell line: EKVX. Synergy scores: CSS=4.76, Synergy_ZIP=-4.36, Synergy_Bliss=-1.58, Synergy_Loewe=-12.6, Synergy_HSA=-2.69. (3) Drug 1: CC1=CC=C(C=C1)C2=CC(=NN2C3=CC=C(C=C3)S(=O)(=O)N)C(F)(F)F. Drug 2: CC1C(C(CC(O1)OC2CC(OC(C2O)C)OC3=CC4=CC5=C(C(=O)C(C(C5)C(C(=O)C(C(C)O)O)OC)OC6CC(C(C(O6)C)O)OC7CC(C(C(O7)C)O)OC8CC(C(C(O8)C)O)(C)O)C(=C4C(=C3C)O)O)O)O. Cell line: LOX IMVI. Synergy scores: CSS=48.2, Synergy_ZIP=4.18, Synergy_Bliss=2.74, Synergy_Loewe=-38.0, Synergy_HSA=-2.93.